This data is from Retrosynthesis with 50K atom-mapped reactions and 10 reaction types from USPTO. The task is: Predict the reactants needed to synthesize the given product. (1) Given the product Cc1cc(CCN2CCOCC2)ccc1OCCNc1ncnc(C)c1Cl, predict the reactants needed to synthesize it. The reactants are: C1COCCN1.Cc1cc(CCBr)ccc1OCCNc1ncnc(C)c1Cl. (2) The reactants are: CC1(C)OB(c2ccncc2-c2ccccc2)OC1(C)C.CC[C@@H]1C(=O)N(C)c2cnc(Cl)nc2N1C(C)C. Given the product CC[C@@H]1C(=O)N(C)c2cnc(-c3ccncc3-c3ccccc3)nc2N1C(C)C, predict the reactants needed to synthesize it. (3) Given the product CCC=CCCC(O)CCC(C)O, predict the reactants needed to synthesize it. The reactants are: CCC=CCCC(O)C#CC(C)O. (4) Given the product COC(=O)c1cccc(-c2cc(Nc3cccc(N4CCC(C)(C)C4)n3)c3nccn3n2)c1, predict the reactants needed to synthesize it. The reactants are: CC1(C)CCN(c2cccc(N)n2)C1.COC(=O)c1cccc(-c2cc(Br)c3nccn3n2)c1. (5) Given the product COC(=O)CCCCCN=[N+]=[N-], predict the reactants needed to synthesize it. The reactants are: COC(=O)CCCCCBr.[N-]=[N+]=[N-]. (6) Given the product CCN(CC)C(=O)c1ccc(C(Br)=C2CCN(C(=O)OC(C)(C)C)CC2)cc1, predict the reactants needed to synthesize it. The reactants are: CC(C)(C)OC(=O)N1CCC(=C(Br)c2ccc(C(=O)O)cc2)CC1.CCNCC.